Dataset: Forward reaction prediction with 1.9M reactions from USPTO patents (1976-2016). Task: Predict the product of the given reaction. (1) Given the reactants [F:1][C:2]1[CH:3]=[C:4]([CH:8]2[CH2:13][CH2:12][NH:11][CH2:10][CH:9]2[CH2:14][N:15]([C@@H:23]([C:25]2[C:34]3[C:29](=[CH:30][CH:31]=[CH:32][CH:33]=3)[CH:28]=[CH:27][CH:26]=2)[CH3:24])[C:16](=[O:22])[O:17][C:18]([CH3:21])([CH3:20])[CH3:19])[CH:5]=[CH:6][CH:7]=1.C(N(CC)CC)C.Cl[C:43]([O:45][C:46]1[CH:55]=[CH:54][C:49]([C:50]([O:52]C)=[O:51])=[CH:48][CH:47]=1)=[O:44], predict the reaction product. The product is: [C:18]([O:17][C:16]([N:15]([CH2:14][CH:9]1[CH:8]([C:4]2[CH:5]=[CH:6][CH:7]=[C:2]([F:1])[CH:3]=2)[CH2:13][CH2:12][N:11]([C:43]([O:45][C:46]2[CH:55]=[CH:54][C:49]([C:50]([OH:52])=[O:51])=[CH:48][CH:47]=2)=[O:44])[CH2:10]1)[C@@H:23]([C:25]1[C:34]2[C:29](=[CH:30][CH:31]=[CH:32][CH:33]=2)[CH:28]=[CH:27][CH:26]=1)[CH3:24])=[O:22])([CH3:19])([CH3:21])[CH3:20]. (2) Given the reactants Cl.[CH2:2]([C:9]1[C:13]2[C:14]([NH:18][CH2:19][C:20]3[CH:25]=[CH:24][C:23]([F:26])=[CH:22][CH:21]=3)=[N:15][CH:16]=[CH:17][C:12]=2[NH:11][C:10]=1[CH3:27])[C:3]1[CH:8]=[CH:7][CH:6]=[CH:5][CH:4]=1.C(=O)(O)[O-].[Na+], predict the reaction product. The product is: [CH2:2]([C:9]1[C:13]2[C:14]([NH:18][CH2:19][C:20]3[CH:21]=[CH:22][C:23]([F:26])=[CH:24][CH:25]=3)=[N:15][CH:16]=[CH:17][C:12]=2[NH:11][C:10]=1[CH3:27])[C:3]1[CH:4]=[CH:5][CH:6]=[CH:7][CH:8]=1. (3) The product is: [NH2:1][C:4]1[C:12]2[N:11]=[CH:10][N:9]([C:13]3[CH:20]=[CH:19][C:16]([C:17]#[N:18])=[CH:15][CH:14]=3)[C:8]=2[CH:7]=[CH:6][CH:5]=1. Given the reactants [N+:1]([C:4]1[C:12]2[N:11]=[CH:10][N:9]([C:13]3[CH:20]=[CH:19][C:16]([C:17]#[N:18])=[CH:15][CH:14]=3)[C:8]=2[CH:7]=[CH:6][CH:5]=1)([O-])=O, predict the reaction product. (4) Given the reactants [NH2:1][C:2]1[C:31]([Cl:32])=[CH:30][C:5]([C:6]([NH:8][CH2:9][CH:10]2[O:15][CH2:14][CH2:13][N:12]([CH2:16][CH:17]3[CH2:22][CH2:21][N:20]([C:23]([O:25][C:26]([CH3:29])([CH3:28])[CH3:27])=[O:24])[CH2:19][CH2:18]3)[CH2:11]2)=[O:7])=[C:4]([O:33][CH3:34])[CH:3]=1.N[C:36]1C2CCOC=2C(C(O)=O)=CC=1Cl, predict the reaction product. The product is: [NH2:1][C:2]1[C:3]2[CH2:36][CH2:34][O:33][C:4]=2[C:5]([C:6]([NH:8][CH2:9][CH:10]2[O:15][CH2:14][CH2:13][N:12]([CH2:16][CH:17]3[CH2:18][CH2:19][N:20]([C:23]([O:25][C:26]([CH3:29])([CH3:28])[CH3:27])=[O:24])[CH2:21][CH2:22]3)[CH2:11]2)=[O:7])=[CH:30][C:31]=1[Cl:32]. (5) Given the reactants C1(C[O:8][C:9]2[CH:10]=[C:11]3[C:15](=[CH:16][CH:17]=2)[N:14]([CH2:18][C:19]([F:22])([F:21])[F:20])[C:13]([C:23]([O:25][CH2:26][CH3:27])=[O:24])=[CH:12]3)C=CC=CC=1, predict the reaction product. The product is: [OH:8][C:9]1[CH:10]=[C:11]2[C:15](=[CH:16][CH:17]=1)[N:14]([CH2:18][C:19]([F:22])([F:20])[F:21])[C:13]([C:23]([O:25][CH2:26][CH3:27])=[O:24])=[CH:12]2. (6) Given the reactants [Cl:1][C:2]1[C:3]2[C:4]3[CH2:15][NH:14][CH2:13][CH2:12][C:5]=3[NH:6][C:7]=2[C:8]([CH3:11])=[CH:9][CH:10]=1.[SiH](CC)(CC)CC, predict the reaction product. The product is: [Cl:1][C:2]1[C:3]2[C@H:4]3[CH2:15][NH:14][CH2:13][CH2:12][C@H:5]3[NH:6][C:7]=2[C:8]([CH3:11])=[CH:9][CH:10]=1. (7) Given the reactants [C:1]([O:5][C:6](=[O:24])[NH:7][C:8]1[CH:13]=[C:12]([N:14]([CH3:16])[CH3:15])[C:11]([C:17]([F:20])([F:19])[F:18])=[CH:10][C:9]=1[N+:21]([O-])=O)([CH3:4])([CH3:3])[CH3:2], predict the reaction product. The product is: [C:1]([O:5][C:6](=[O:24])[NH:7][C:8]1[CH:13]=[C:12]([N:14]([CH3:16])[CH3:15])[C:11]([C:17]([F:20])([F:19])[F:18])=[CH:10][C:9]=1[NH2:21])([CH3:4])([CH3:2])[CH3:3]. (8) Given the reactants [Cl:1][C:2]1[CH:7]=[CH:6][C:5]([CH2:8][CH2:9][O:10][C:11]2[N:19]=[C:18]3[C:14]([N:15]=[CH:16][N:17]3[C@H:20]3[C@@H:24]4[O:25]C(C)(C)[O:27][C@@H:23]4[C@@H:22]([NH:30][C:31](=[O:34])[CH2:32][CH3:33])[CH2:21]3)=[C:13]([NH:35][CH2:36][CH:37]([C:44]3[CH:49]=[CH:48][CH:47]=[CH:46][CH:45]=3)[C:38]3[CH:43]=[CH:42][CH:41]=[CH:40][CH:39]=3)[N:12]=2)=[CH:4][CH:3]=1.Cl, predict the reaction product. The product is: [Cl:1][C:2]1[CH:3]=[CH:4][C:5]([CH2:8][CH2:9][O:10][C:11]2[N:19]=[C:18]3[C:14]([N:15]=[CH:16][N:17]3[C@@H:20]3[CH2:21][C@H:22]([NH:30][C:31](=[O:34])[CH2:32][CH3:33])[C@@H:23]([OH:27])[C@H:24]3[OH:25])=[C:13]([NH:35][CH2:36][CH:37]([C:44]3[CH:49]=[CH:48][CH:47]=[CH:46][CH:45]=3)[C:38]3[CH:43]=[CH:42][CH:41]=[CH:40][CH:39]=3)[N:12]=2)=[CH:6][CH:7]=1. (9) Given the reactants [C:1]([C:3]1[CH:8]=[CH:7][C:6]([NH:9][C:10]2[N:15]=[C:14]([NH:16][CH2:17][CH2:18][CH3:19])[C:13]([C:20]#[C:21][CH2:22][CH2:23][CH2:24][N:25]3C(=O)C4C(=CC=CC=4)C3=O)=[CH:12][N:11]=2)=[CH:5][CH:4]=1)#[N:2].Cl, predict the reaction product. The product is: [NH2:25][CH2:24][CH2:23][CH2:22][C:21]#[C:20][C:13]1[C:14]([NH:16][CH2:17][CH2:18][CH3:19])=[N:15][C:10]([NH:9][C:6]2[CH:5]=[CH:4][C:3]([C:1]#[N:2])=[CH:8][CH:7]=2)=[N:11][CH:12]=1.